Predict the reactants needed to synthesize the given product. From a dataset of Full USPTO retrosynthesis dataset with 1.9M reactions from patents (1976-2016). Given the product [CH3:1][O:2][C:3]1[C:4]2[O:5][C:6]3[C:7](=[CH:11][CH:12]=[CH:13][CH:14]=3)[C:8](=[O:10])[C:15]=2[CH:16]=[CH:17][CH:18]=1, predict the reactants needed to synthesize it. The reactants are: [CH3:1][O:2][C:3]1[CH:18]=[CH:17][CH:16]=[CH:15][C:4]=1[O:5][C:6]1[CH:14]=[CH:13][CH:12]=[CH:11][C:7]=1[C:8]([OH:10])=O.FC(F)(F)C(OC(=O)C(F)(F)F)=O.B(F)(F)F.CCOCC.O.